From a dataset of Forward reaction prediction with 1.9M reactions from USPTO patents (1976-2016). Predict the product of the given reaction. (1) The product is: [NH2:1][C@:2]1([C:22]([O:24][CH3:25])=[O:23])[CH2:6][CH2:5][C@H:4]([C:7]2[CH:12]=[CH:11][C:10]([CH2:13][CH2:14][CH2:15][CH2:16][CH2:17][CH2:18][CH2:19][O:20][CH3:21])=[CH:9][CH:8]=2)[CH2:3]1. Given the reactants [NH2:1][C@:2]1([C:22]([O:24][CH3:25])=[O:23])[CH2:6][CH2:5][C@H:4]([C:7]2[CH:12]=[CH:11][C:10]([C:13]#[C:14][CH2:15][CH2:16][CH2:17][CH2:18][CH2:19][O:20][CH3:21])=[CH:9][CH:8]=2)[CH2:3]1.[H][H], predict the reaction product. (2) Given the reactants [NH:1]1[C:5]2=[N:6][CH:7]=[CH:8][CH:9]=[C:4]2[CH:3]=[CH:2]1.[H-].[Na+].Cl[C:13]1[N:17]([CH3:18])[N:16]=[C:15]([CH3:19])[C:14]=1[CH:20]=[O:21].O, predict the reaction product. The product is: [CH3:18][N:17]1[C:13]([N:1]2[C:5]3=[N:6][CH:7]=[CH:8][CH:9]=[C:4]3[CH:3]=[CH:2]2)=[C:14]([CH:20]=[O:21])[C:15]([CH3:19])=[N:16]1. (3) Given the reactants [NH2:1][C:2]1[N:7]=[C:6]([CH3:8])[C:5]([CH2:9][CH2:10][CH2:11][NH:12][CH2:13][C:14]2[CH:15]=[C:16]([CH2:20][C:21]([O:23][CH3:24])=[O:22])[CH:17]=[CH:18][CH:19]=2)=[C:4]([NH:25][CH2:26][CH2:27][CH2:28][CH2:29][CH3:30])[N:3]=1.Cl.[CH3:32][N:33]([CH3:39])[CH2:34][CH2:35][C:36](O)=[O:37].CN(C(ON1N=NC2C=CC=NC1=2)=[N+](C)C)C.F[P-](F)(F)(F)(F)F, predict the reaction product. The product is: [NH2:1][C:2]1[N:7]=[C:6]([CH3:8])[C:5]([CH2:9][CH2:10][CH2:11][N:12]([CH2:13][C:14]2[CH:15]=[C:16]([CH2:20][C:21]([O:23][CH3:24])=[O:22])[CH:17]=[CH:18][CH:19]=2)[C:36](=[O:37])[CH2:35][CH2:34][N:33]([CH3:39])[CH3:32])=[C:4]([NH:25][CH2:26][CH2:27][CH2:28][CH2:29][CH3:30])[N:3]=1.